This data is from Forward reaction prediction with 1.9M reactions from USPTO patents (1976-2016). The task is: Predict the product of the given reaction. (1) Given the reactants Br[C:2]1[CH:3]=[CH:4][CH:5]=[C:6]2[C:11]=1[CH:10]=[N:9][CH:8]=[CH:7]2.[C:12](=[O:15])([O-])[O-:13].[K+].[K+].[CH3:18][N:19]([CH:21]=O)C, predict the reaction product. The product is: [C:6]([O:13][C:12]([N:19]1[CH2:21][CH2:4][C:3]([C:2]2[CH:3]=[CH:4][CH:5]=[C:6]3[C:11]=2[CH:10]=[N:9][CH:8]=[CH:7]3)=[CH:2][CH2:18]1)=[O:15])([CH3:11])([CH3:7])[CH3:5]. (2) The product is: [F:1][C:2]1[CH:50]=[CH:49][C:5]([CH2:6][S:7][C:8]2[N:13]([CH2:14][C:15]3[N:16]([CH2:28][C:29]4[CH:34]=[CH:33][C:32]([C:35]5[CH:36]=[CH:37][C:38]([C:41]([F:42])([F:43])[F:44])=[CH:39][CH:40]=5)=[CH:31][CH:30]=4)[C:17]([CH2:20][N:21]([CH3:27])[CH2:22][C:23]([OH:25])=[O:24])=[N:18][N:19]=3)[C:12]3[CH2:45][CH2:46][CH2:47][C:11]=3[C:10](=[O:48])[N:9]=2)=[CH:4][CH:3]=1. Given the reactants [F:1][C:2]1[CH:50]=[CH:49][C:5]([CH2:6][S:7][C:8]2[N:13]([CH2:14][C:15]3[N:16]([CH2:28][C:29]4[CH:34]=[CH:33][C:32]([C:35]5[CH:40]=[CH:39][C:38]([C:41]([F:44])([F:43])[F:42])=[CH:37][CH:36]=5)=[CH:31][CH:30]=4)[C:17]([CH2:20][N:21]([CH3:27])[CH2:22][C:23]([O:25]C)=[O:24])=[N:18][N:19]=3)[C:12]3[CH2:45][CH2:46][CH2:47][C:11]=3[C:10](=[O:48])[N:9]=2)=[CH:4][CH:3]=1.CC(O)C.C(Cl)Cl.O.[OH-].[Na+], predict the reaction product. (3) Given the reactants [CH3:1][C:2]1[N:3]=[C:4]2[C:9]([NH:10][CH:11]3[C:20]4[C:15](=[CH:16][CH:17]=[CH:18][C:19]=4[CH3:21])[O:14][CH2:13][CH2:12]3)=[CH:8][C:7]([C:22]([OH:24])=O)=[CH:6][N:5]2[C:25]=1[CH3:26].[CH3:27][NH:28][CH2:29][CH2:30][OH:31].Cl.CN(C)CCCN=C=NCC.O.ON1C2C=CC=CC=2N=N1, predict the reaction product. The product is: [OH:31][CH2:30][CH2:29][N:28]([CH3:27])[C:22]([C:7]1[CH:8]=[C:9]([NH:10][CH:11]2[C:20]3[C:15](=[CH:16][CH:17]=[CH:18][C:19]=3[CH3:21])[O:14][CH2:13][CH2:12]2)[C:4]2[N:5]([C:25]([CH3:26])=[C:2]([CH3:1])[N:3]=2)[CH:6]=1)=[O:24]. (4) Given the reactants C([Si](C)(C)[O:6][CH2:7][C:8]([N:11]1[C:19]2[C:18]([F:20])=[CH:17][N:16]=[CH:15][C:14]=2[C:13]([C:21]([C:23]2[CH:24]=[C:25]([NH:29][C:30](=[O:39])[CH2:31][C:32]3[CH:37]=[CH:36][C:35]([Cl:38])=[CH:34][N:33]=3)[CH:26]=[N:27][CH:28]=2)=[O:22])=[CH:12]1)([CH3:10])[CH3:9])(C)(C)C, predict the reaction product. The product is: [Cl:38][C:35]1[CH:36]=[CH:37][C:32]([CH2:31][C:30]([NH:29][C:25]2[CH:26]=[N:27][CH:28]=[C:23]([C:21]([C:13]3[C:14]4[CH:15]=[N:16][CH:17]=[C:18]([F:20])[C:19]=4[N:11]([C:8]([CH3:10])([CH3:9])[CH2:7][OH:6])[CH:12]=3)=[O:22])[CH:24]=2)=[O:39])=[N:33][CH:34]=1.